This data is from Reaction yield outcomes from USPTO patents with 853,638 reactions. The task is: Predict the reaction yield, written as a fraction of the theoretical maximum amount of product (1.0 means a 100% yield; for example, 0.34 means a 34% yield). (1) The reactants are [F:1][C:2]1[CH:3]=[C:4](B(O)O)[CH:5]=[CH:6][C:7]=1[F:8].Br[C:13]1[O:17][C:16]([CH:18]=[O:19])=[CH:15][CH:14]=1.C1(P(C2C=CC=CC=2)C2C=CC=CC=2)C=CC=CC=1.C(=O)(O)[O-].[Na+]. The catalyst is CC(O)=O.CC(O)=O.[Pd].C(O)C.C1(C)C=CC=CC=1. The product is [F:1][C:2]1[CH:3]=[C:4]([C:13]2[O:17][C:16]([CH:18]=[O:19])=[CH:15][CH:14]=2)[CH:5]=[CH:6][C:7]=1[F:8]. The yield is 0.805. (2) The reactants are [Br:1][C:2]1[N:7]=[CH:6][C:5]([N:8]2[CH2:15][C@@H:14]3[C@@H:10]([NH:11][CH2:12][CH2:13]3)[CH2:9]2)=[CH:4][C:3]=1[CH2:16][O:17][CH3:18].[C:19]([OH:26])(=[O:25])/[CH:20]=[CH:21]/[C:22]([OH:24])=[O:23]. No catalyst specified. The product is [C:19]([OH:26])(=[O:25])/[CH:20]=[CH:21]/[C:22]([OH:24])=[O:23].[Br:1][C:2]1[N:7]=[CH:6][C:5]([N:8]2[CH2:15][C@@H:14]3[C@@H:10]([NH:11][CH2:12][CH2:13]3)[CH2:9]2)=[CH:4][C:3]=1[CH2:16][O:17][CH3:18]. The yield is 0.780. (3) The reactants are C[O:2][C:3]1[CH:4]=[C:5]([C:9]2[C:10]([NH2:20])=[N:11][NH:12][C:13]=2[C:14]2[CH:19]=[CH:18][N:17]=[CH:16][CH:15]=2)[CH:6]=[CH:7][CH:8]=1.Cl.N1C=CC=CC=1.[OH-].[NH4+]. No catalyst specified. The product is [NH2:20][C:10]1[C:9]([C:5]2[CH:4]=[C:3]([OH:2])[CH:8]=[CH:7][CH:6]=2)=[C:13]([C:14]2[CH:19]=[CH:18][N:17]=[CH:16][CH:15]=2)[NH:12][N:11]=1. The yield is 0.780. (4) The reactants are [Br:1][C:2]1[CH:3]=[C:4]([CH2:13][CH2:14][C:15]([OH:17])=O)[C:5]2[O:9][CH2:8][C:7]([CH3:11])([CH3:10])[C:6]=2[CH:12]=1.C1(P(C2C=CC=CC=2)C2C=CC=CC=2)C=CC=CC=1.ClC(Cl)(Cl)C(C(Cl)(Cl)Cl)=O.[CH3:47][NH:48][CH3:49].O1CCCC1. The catalyst is C1C=CC=CC=1.ClCCl. The product is [Br:1][C:2]1[CH:3]=[C:4]([CH2:13][CH2:14][C:15]([N:48]([CH3:49])[CH3:47])=[O:17])[C:5]2[O:9][CH2:8][C:7]([CH3:11])([CH3:10])[C:6]=2[CH:12]=1. The yield is 0.840.